This data is from Catalyst prediction with 721,799 reactions and 888 catalyst types from USPTO. The task is: Predict which catalyst facilitates the given reaction. (1) Reactant: [OH-].[K+].Br[CH:4]([CH3:8])[C:5]([NH2:7])=O.COC1C=CC(P2(=S)SP(=S)(C3C=CC(OC)=CC=3)[S:18]2)=CC=1.Br[CH2:32][C:33](=O)[C:34]([OH:36])=[O:35].C1C[O:41][CH2:40][CH2:39]1. Product: [CH2:40]([O:41][CH:4]([C:5]1[S:18][CH:32]=[C:33]([C:34]([OH:36])=[O:35])[N:7]=1)[CH3:8])[CH3:39]. The catalyst class is: 8. (2) Reactant: [Br:1][C:2]1[C:11]2[C:10]([CH3:13])([CH3:12])[CH2:9][CH:8]=[C:7]([CH:14]([CH3:16])[CH3:15])[C:6]=2[CH:5]=[C:4](/[C:17](/[CH3:30])=[C:18](/[F:29])\[CH:19]=[CH:20]\[C:21](\[CH3:28])=[CH:22]\[C:23]([O:25]CC)=[O:24])[C:3]=1[O:31][CH:32]([CH3:34])[CH3:33].[OH-].[Na+]. Product: [Br:1][C:2]1[C:11]2[C:10]([CH3:13])([CH3:12])[CH2:9][CH:8]=[C:7]([CH:14]([CH3:16])[CH3:15])[C:6]=2[CH:5]=[C:4](/[C:17](/[CH3:30])=[C:18](/[F:29])\[CH:19]=[CH:20]\[C:21](\[CH3:28])=[CH:22]\[C:23]([OH:25])=[O:24])[C:3]=1[O:31][CH:32]([CH3:34])[CH3:33]. The catalyst class is: 8. (3) Reactant: [CH3:1][O:2][C:3]([CH:5]1[C:10](=O)[CH2:9][CH2:8][N:7]([C:12]([O:14][C:15]([CH3:18])([CH3:17])[CH3:16])=[O:13])[CH2:6]1)=[O:4].[CH2:19]([NH2:26])[C:20]1[CH:25]=[CH:24][CH:23]=[CH:22][CH:21]=1. Product: [CH3:1][O:2][C:3]([C:5]1[CH2:6][N:7]([C:12]([O:14][C:15]([CH3:18])([CH3:17])[CH3:16])=[O:13])[CH2:8][CH2:9][C:10]=1[NH:26][CH2:19][C:20]1[CH:25]=[CH:24][CH:23]=[CH:22][CH:21]=1)=[O:4]. The catalyst class is: 743. (4) Reactant: [B-](F)(F)(F)F.[B-](F)(F)(F)F.C1[N+]2(CCl)CC[N+]([F:21])(CC2)C1.[CH3:22][N:23]([CH3:37])/[CH:24]=[CH:25]/[C:26]([C:28]1[N:32]([CH:33]([CH3:35])[CH3:34])[C:31]([CH3:36])=[N:30][CH:29]=1)=[O:27].N. Product: [CH3:37][N:23]([CH3:22])/[CH:24]=[C:25](\[F:21])/[C:26]([C:28]1[N:32]([CH:33]([CH3:34])[CH3:35])[C:31]([CH3:36])=[N:30][CH:29]=1)=[O:27]. The catalyst class is: 5.